This data is from Full USPTO retrosynthesis dataset with 1.9M reactions from patents (1976-2016). The task is: Predict the reactants needed to synthesize the given product. (1) The reactants are: [C:1]([O:5][C:6]([NH:8][C@@H:9]([CH2:13][CH2:14][C:15]1[N:16]=[N:17][NH:18][N:19]=1)[C:10]([OH:12])=O)=[O:7])([CH3:4])([CH3:3])[CH3:2].CN(C(ON1N=NC2C=CC=NC1=2)=[N+](C)C)C.F[P-](F)(F)(F)(F)F.CCN(C(C)C)C(C)C.[CH2:53]([O:55][C:56]([N:58]1[CH2:63][CH2:62][NH:61][CH2:60][CH2:59]1)=[O:57])[CH3:54]. Given the product [CH2:53]([O:55][C:56]([N:58]1[CH2:59][CH2:60][N:61]([C:10](=[O:12])[C@@H:9]([NH:8][C:6]([O:5][C:1]([CH3:2])([CH3:3])[CH3:4])=[O:7])[CH2:13][CH2:14][C:15]2[N:16]=[N:17][NH:18][N:19]=2)[CH2:62][CH2:63]1)=[O:57])[CH3:54], predict the reactants needed to synthesize it. (2) Given the product [NH2:11][C:5]1[C:6]2[N:7]([N:8]=[N:9][N:10]=2)[C:2]([CH3:1])=[C:3]([CH3:19])[C:4]=1[NH:14][CH2:15][CH2:16][CH2:17][OH:18], predict the reactants needed to synthesize it. The reactants are: [CH3:1][C:2]1[N:7]2[N:8]=[N:9][N:10]=[C:6]2[C:5]([N+:11]([O-])=O)=[C:4]([NH:14][CH2:15][CH2:16][CH2:17][OH:18])[C:3]=1[CH3:19].